This data is from NCI-60 drug combinations with 297,098 pairs across 59 cell lines. The task is: Regression. Given two drug SMILES strings and cell line genomic features, predict the synergy score measuring deviation from expected non-interaction effect. (1) Drug 1: C1CCN(CC1)CCOC2=CC=C(C=C2)C(=O)C3=C(SC4=C3C=CC(=C4)O)C5=CC=C(C=C5)O. Drug 2: CC12CCC3C(C1CCC2=O)CC(=C)C4=CC(=O)C=CC34C. Cell line: NCI-H460. Synergy scores: CSS=10.0, Synergy_ZIP=1.08, Synergy_Bliss=1.74, Synergy_Loewe=-0.321, Synergy_HSA=1.61. (2) Drug 1: CC12CCC3C(C1CCC2=O)CC(=C)C4=CC(=O)C=CC34C. Drug 2: CC1C(C(CC(O1)OC2CC(CC3=C2C(=C4C(=C3O)C(=O)C5=C(C4=O)C(=CC=C5)OC)O)(C(=O)CO)O)N)O.Cl. Cell line: SN12C. Synergy scores: CSS=47.8, Synergy_ZIP=4.94, Synergy_Bliss=3.50, Synergy_Loewe=-2.65, Synergy_HSA=3.89. (3) Drug 1: C1CCC(C1)C(CC#N)N2C=C(C=N2)C3=C4C=CNC4=NC=N3. Drug 2: C1CCN(CC1)CCOC2=CC=C(C=C2)C(=O)C3=C(SC4=C3C=CC(=C4)O)C5=CC=C(C=C5)O. Cell line: MALME-3M. Synergy scores: CSS=7.15, Synergy_ZIP=2.95, Synergy_Bliss=8.49, Synergy_Loewe=5.85, Synergy_HSA=6.48. (4) Drug 1: C1=CC=C(C=C1)NC(=O)CCCCCCC(=O)NO. Drug 2: CCN(CC)CCNC(=O)C1=C(NC(=C1C)C=C2C3=C(C=CC(=C3)F)NC2=O)C. Cell line: KM12. Synergy scores: CSS=27.0, Synergy_ZIP=0.872, Synergy_Bliss=2.27, Synergy_Loewe=-11.1, Synergy_HSA=2.88.